This data is from Forward reaction prediction with 1.9M reactions from USPTO patents (1976-2016). The task is: Predict the product of the given reaction. (1) The product is: [O:7]=[C:6]([C:8]1[CH:13]=[CH:12][CH:11]=[CH:10][CH:9]=1)[CH2:5][CH2:4][CH2:3][CH2:2][N:18]1[C:14](=[O:24])[C:15]2[C:16](=[CH:20][CH:21]=[CH:22][CH:23]=2)[C:17]1=[O:19]. Given the reactants Cl[CH2:2][CH2:3][CH2:4][CH2:5][C:6]([C:8]1[CH:13]=[CH:12][CH:11]=[CH:10][CH:9]=1)=[O:7].[C:14]1(=[O:24])[NH:18][C:17](=[O:19])[C:16]2=[CH:20][CH:21]=[CH:22][CH:23]=[C:15]12.C(=O)([O-])[O-].[K+].[K+].C(OC(C)C)(C)C, predict the reaction product. (2) Given the reactants [F:1][C:2]([F:23])([F:22])[C:3]1[CH:4]=[C:5]([CH:9]2[CH2:14][CH2:13][N:12]([C:15]3[CH:20]=[CH:19][C:18]([NH2:21])=[CH:17][N:16]=3)[CH2:11][CH2:10]2)[CH:6]=[CH:7][CH:8]=1.C(N(C(C)C)CC)(C)C.[C:33]1([C:39]2[O:40][C:41]([C:47]([F:50])([F:49])[F:48])=[C:42]([C:44](Cl)=[O:45])[N:43]=2)[CH:38]=[CH:37][CH:36]=[CH:35][CH:34]=1, predict the reaction product. The product is: [F:23][C:2]([F:1])([F:22])[C:3]1[CH:4]=[C:5]([CH:9]2[CH2:10][CH2:11][N:12]([C:15]3[CH:20]=[CH:19][C:18]([NH:21][C:44]([C:42]4[N:43]=[C:39]([C:33]5[CH:38]=[CH:37][CH:36]=[CH:35][CH:34]=5)[O:40][C:41]=4[C:47]([F:49])([F:50])[F:48])=[O:45])=[CH:17][N:16]=3)[CH2:13][CH2:14]2)[CH:6]=[CH:7][CH:8]=1. (3) The product is: [Cl:1][C:2]1[CH:7]=[CH:6][C:5]([NH:8][C:9]([NH:11][CH2:12][CH:13]2[O:18][CH2:17][CH2:16][N:15]([CH2:20][C:21]3[C:30]4[C:25](=[CH:26][CH:27]=[CH:28][CH:29]=4)[CH:24]=[CH:23][CH:22]=3)[CH2:14]2)=[O:10])=[CH:4][CH:3]=1. Given the reactants [Cl:1][C:2]1[CH:7]=[CH:6][C:5]([NH:8][C:9]([NH:11][CH2:12][CH:13]2[O:18][CH2:17][CH2:16][NH:15][CH2:14]2)=[O:10])=[CH:4][CH:3]=1.Cl[CH2:20][C:21]1[C:30]2[C:25](=[CH:26][CH:27]=[CH:28][CH:29]=2)[CH:24]=[CH:23][CH:22]=1, predict the reaction product. (4) The product is: [OH:1][CH2:2][C:3]([CH3:25])([CH3:24])[O:4][C:5]1[C:6]([CH2:16][CH2:17][C:18]2[CH:23]=[CH:22][CH:21]=[CH:20][CH:19]=2)=[C:7]2[C:12](=[CH:13][CH:14]=1)[C:11](=[O:15])[CH2:10][CH2:9][CH2:8]2. Given the reactants [OH:1][CH2:2][C:3]([CH3:25])([CH3:24])[O:4][C:5]1[C:6]([CH2:16][CH2:17][C:18]2[CH:23]=[CH:22][CH:21]=[CH:20][CH:19]=2)=[C:7]2[C:12](=[CH:13][CH:14]=1)[CH:11]([OH:15])[CH2:10][CH2:9][CH2:8]2, predict the reaction product. (5) Given the reactants [Li]CCCC.[CH3:6][S:7][C:8]1[S:9][CH:10]=[CH:11][N:12]=1.[Sn:13](Cl)([CH3:16])([CH3:15])[CH3:14], predict the reaction product. The product is: [CH3:14][Sn:13]([CH3:16])([CH3:15])[C:10]1[S:9][C:8]([S:7][CH3:6])=[N:12][CH:11]=1.